Dataset: NCI-60 drug combinations with 297,098 pairs across 59 cell lines. Task: Regression. Given two drug SMILES strings and cell line genomic features, predict the synergy score measuring deviation from expected non-interaction effect. (1) Drug 2: CC1=C2C(C(=O)C3(C(CC4C(C3C(C(C2(C)C)(CC1OC(=O)C(C(C5=CC=CC=C5)NC(=O)C6=CC=CC=C6)O)O)OC(=O)C7=CC=CC=C7)(CO4)OC(=O)C)O)C)OC(=O)C. Cell line: SNB-19. Drug 1: CC1=CC=C(C=C1)C2=CC(=NN2C3=CC=C(C=C3)S(=O)(=O)N)C(F)(F)F. Synergy scores: CSS=26.2, Synergy_ZIP=11.9, Synergy_Bliss=19.1, Synergy_Loewe=-6.01, Synergy_HSA=8.86. (2) Drug 1: C1=CC(=C2C(=C1NCCNCCO)C(=O)C3=C(C=CC(=C3C2=O)O)O)NCCNCCO. Drug 2: CC1C(C(=O)NC(C(=O)N2CCCC2C(=O)N(CC(=O)N(C(C(=O)O1)C(C)C)C)C)C(C)C)NC(=O)C3=C4C(=C(C=C3)C)OC5=C(C(=O)C(=C(C5=N4)C(=O)NC6C(OC(=O)C(N(C(=O)CN(C(=O)C7CCCN7C(=O)C(NC6=O)C(C)C)C)C)C(C)C)C)N)C. Cell line: HOP-62. Synergy scores: CSS=46.5, Synergy_ZIP=1.27, Synergy_Bliss=2.20, Synergy_Loewe=1.46, Synergy_HSA=3.16. (3) Drug 1: CC1C(C(CC(O1)OC2CC(OC(C2O)C)OC3=CC4=CC5=C(C(=O)C(C(C5)C(C(=O)C(C(C)O)O)OC)OC6CC(C(C(O6)C)O)OC7CC(C(C(O7)C)O)OC8CC(C(C(O8)C)O)(C)O)C(=C4C(=C3C)O)O)O)O. Drug 2: C1=CC=C(C(=C1)C(C2=CC=C(C=C2)Cl)C(Cl)Cl)Cl. Cell line: SF-539. Synergy scores: CSS=34.1, Synergy_ZIP=7.93, Synergy_Bliss=11.1, Synergy_Loewe=-44.8, Synergy_HSA=6.55. (4) Drug 1: CNC(=O)C1=NC=CC(=C1)OC2=CC=C(C=C2)NC(=O)NC3=CC(=C(C=C3)Cl)C(F)(F)F. Drug 2: C1=NC2=C(N1)C(=S)N=CN2. Cell line: ACHN. Synergy scores: CSS=13.7, Synergy_ZIP=-1.29, Synergy_Bliss=3.57, Synergy_Loewe=-19.3, Synergy_HSA=2.11. (5) Drug 1: CC1=C(C=C(C=C1)NC2=NC=CC(=N2)N(C)C3=CC4=NN(C(=C4C=C3)C)C)S(=O)(=O)N.Cl. Drug 2: CC(C1=C(C=CC(=C1Cl)F)Cl)OC2=C(N=CC(=C2)C3=CN(N=C3)C4CCNCC4)N. Cell line: PC-3. Synergy scores: CSS=5.17, Synergy_ZIP=-2.80, Synergy_Bliss=0.325, Synergy_Loewe=-5.62, Synergy_HSA=0.138.